This data is from Full USPTO retrosynthesis dataset with 1.9M reactions from patents (1976-2016). The task is: Predict the reactants needed to synthesize the given product. Given the product [CH:31]1([N:8]2[C:9]3[C:14](=[CH:13][CH:12]=[C:11]([C:17]4[CH:18]=[C:19]5[CH2:24][N:23]([CH3:25])[CH2:22][CH2:21][N:20]5[CH:26]=4)[C:10]=3[O:27][CH:28]([F:29])[F:30])[C:15](=[O:16])[C:6]([C:4]([OH:5])=[O:3])=[CH:7]2)[CH2:33][CH2:32]1, predict the reactants needed to synthesize it. The reactants are: C([O:3][C:4]([C:6]1[C:15](=[O:16])[C:14]2[C:9](=[C:10]([O:27][CH:28]([F:30])[F:29])[C:11]([C:17]3[CH:18]=[C:19]4[CH2:24][N:23]([CH3:25])[CH2:22][CH2:21][N:20]4[CH:26]=3)=[CH:12][CH:13]=2)[N:8]([CH:31]2[CH2:33][CH2:32]2)[CH:7]=1)=[O:5])C.Cl.